Dataset: NCI-60 drug combinations with 297,098 pairs across 59 cell lines. Task: Regression. Given two drug SMILES strings and cell line genomic features, predict the synergy score measuring deviation from expected non-interaction effect. (1) Drug 1: C1CN1P(=S)(N2CC2)N3CC3. Synergy scores: CSS=9.36, Synergy_ZIP=0.0744, Synergy_Bliss=5.63, Synergy_Loewe=2.83, Synergy_HSA=3.77. Cell line: MDA-MB-231. Drug 2: C1=CN(C=N1)CC(O)(P(=O)(O)O)P(=O)(O)O. (2) Drug 1: CCC(=C(C1=CC=CC=C1)C2=CC=C(C=C2)OCCN(C)C)C3=CC=CC=C3.C(C(=O)O)C(CC(=O)O)(C(=O)O)O. Drug 2: CC1C(C(CC(O1)OC2CC(OC(C2O)C)OC3=CC4=CC5=C(C(=O)C(C(C5)C(C(=O)C(C(C)O)O)OC)OC6CC(C(C(O6)C)O)OC7CC(C(C(O7)C)O)OC8CC(C(C(O8)C)O)(C)O)C(=C4C(=C3C)O)O)O)O. Cell line: BT-549. Synergy scores: CSS=9.54, Synergy_ZIP=1.00, Synergy_Bliss=1.74, Synergy_Loewe=-42.8, Synergy_HSA=0.571. (3) Drug 1: C1CNP(=O)(OC1)N(CCCl)CCCl. Drug 2: CC1C(C(CC(O1)OC2CC(CC3=C2C(=C4C(=C3O)C(=O)C5=C(C4=O)C(=CC=C5)OC)O)(C(=O)CO)O)N)O.Cl. Cell line: PC-3. Synergy scores: CSS=40.6, Synergy_ZIP=-2.63, Synergy_Bliss=-5.13, Synergy_Loewe=-38.9, Synergy_HSA=-3.33. (4) Drug 1: CC1=CC2C(CCC3(C2CCC3(C(=O)C)OC(=O)C)C)C4(C1=CC(=O)CC4)C. Drug 2: CN(C)N=NC1=C(NC=N1)C(=O)N. Cell line: SW-620. Synergy scores: CSS=-6.68, Synergy_ZIP=3.95, Synergy_Bliss=1.43, Synergy_Loewe=-4.90, Synergy_HSA=-4.22. (5) Drug 1: C1=NC2=C(N1)C(=S)N=C(N2)N. Drug 2: CNC(=O)C1=NC=CC(=C1)OC2=CC=C(C=C2)NC(=O)NC3=CC(=C(C=C3)Cl)C(F)(F)F. Cell line: BT-549. Synergy scores: CSS=31.4, Synergy_ZIP=0.558, Synergy_Bliss=5.03, Synergy_Loewe=2.74, Synergy_HSA=4.47. (6) Drug 1: CN1CCC(CC1)COC2=C(C=C3C(=C2)N=CN=C3NC4=C(C=C(C=C4)Br)F)OC. Drug 2: CCC1=C2CN3C(=CC4=C(C3=O)COC(=O)C4(CC)O)C2=NC5=C1C=C(C=C5)O. Cell line: OVCAR-5. Synergy scores: CSS=23.6, Synergy_ZIP=-3.75, Synergy_Bliss=2.95, Synergy_Loewe=2.28, Synergy_HSA=4.73. (7) Drug 1: C1=NC2=C(N=C(N=C2N1C3C(C(C(O3)CO)O)O)F)N. Drug 2: CCC(=C(C1=CC=CC=C1)C2=CC=C(C=C2)OCCN(C)C)C3=CC=CC=C3.C(C(=O)O)C(CC(=O)O)(C(=O)O)O. Cell line: SW-620. Synergy scores: CSS=-1.95, Synergy_ZIP=-0.266, Synergy_Bliss=-1.73, Synergy_Loewe=-4.00, Synergy_HSA=-2.72. (8) Cell line: RPMI-8226. Drug 1: C1=CN(C(=O)N=C1N)C2C(C(C(O2)CO)O)O.Cl. Synergy scores: CSS=25.5, Synergy_ZIP=-7.28, Synergy_Bliss=-2.82, Synergy_Loewe=-6.34, Synergy_HSA=-2.54. Drug 2: CN(CCCl)CCCl.Cl. (9) Drug 1: CC12CCC(CC1=CCC3C2CCC4(C3CC=C4C5=CN=CC=C5)C)O. Drug 2: CN(CCCl)CCCl.Cl. Cell line: MOLT-4. Synergy scores: CSS=26.8, Synergy_ZIP=0.321, Synergy_Bliss=-0.766, Synergy_Loewe=-19.3, Synergy_HSA=-1.82.